This data is from Catalyst prediction with 721,799 reactions and 888 catalyst types from USPTO. The task is: Predict which catalyst facilitates the given reaction. (1) Reactant: C[Al](C)C.[CH:5]1([CH2:8][NH:9][CH2:10][CH2:11][CH3:12])[CH2:7][CH2:6]1.C(O[C:16]([C:18]1[N:22]2[C:23]3[CH:24]=[C:25]([F:39])[CH:26]=[CH:27][C:28]=3[N:29]([C:30]3[C:35]([CH3:36])=[CH:34][C:33]([CH3:37])=[CH:32][C:31]=3[CH3:38])[C:21]2=[N:20][C:19]=1[CH3:40])=[O:17])C.[OH-].[Na+]. Product: [CH:5]1([CH2:8][N:9]([CH2:10][CH2:11][CH3:12])[C:16]([C:18]2[N:22]3[C:23]4[CH:24]=[C:25]([F:39])[CH:26]=[CH:27][C:28]=4[N:29]([C:30]4[C:35]([CH3:36])=[CH:34][C:33]([CH3:37])=[CH:32][C:31]=4[CH3:38])[C:21]3=[N:20][C:19]=2[CH3:40])=[O:17])[CH2:7][CH2:6]1. The catalyst class is: 48. (2) Reactant: [C:1](=[N:4][OH:5])([NH2:3])[CH3:2].[H-].[Na+].[C:8]1([C:14]2[C:23]3[C:18](=[C:19]([C:24]([F:27])([F:26])[F:25])[CH:20]=[CH:21][CH:22]=3)[N:17]=[CH:16][C:15]=2[C:28](OCC)=O)[CH:13]=[CH:12][CH:11]=[CH:10][CH:9]=1. Product: [CH3:2][C:1]1[N:3]=[C:28]([C:15]2[CH:16]=[N:17][C:18]3[C:23]([C:14]=2[C:8]2[CH:13]=[CH:12][CH:11]=[CH:10][CH:9]=2)=[CH:22][CH:21]=[CH:20][C:19]=3[C:24]([F:27])([F:25])[F:26])[O:5][N:4]=1. The catalyst class is: 1.